From a dataset of TCR-epitope binding with 47,182 pairs between 192 epitopes and 23,139 TCRs. Binary Classification. Given a T-cell receptor sequence (or CDR3 region) and an epitope sequence, predict whether binding occurs between them. Result: 0 (the TCR does not bind to the epitope). The epitope is HSKKKCDEL. The TCR CDR3 sequence is CASSQDARRMDNTIYF.